Dataset: Reaction yield outcomes from USPTO patents with 853,638 reactions. Task: Predict the reaction yield, written as a fraction of the theoretical maximum amount of product (1.0 means a 100% yield; for example, 0.34 means a 34% yield). The reactants are [C:1]([O:5][C:6]([NH:8][C@@H:9]([C:13]([SH:16])([CH3:15])[CH3:14])[C:10]([OH:12])=[O:11])=[O:7])([CH3:4])([CH3:3])[CH3:2].Br[CH2:18][C:19]([O:21][CH3:22])=[O:20].CCN(C(C)C)C(C)C. The catalyst is C1COCC1. The product is [C:1]([O:5][C:6]([NH:8][C@@H:9]([C:13]([S:16][CH2:18][C:19]([O:21][CH3:22])=[O:20])([CH3:15])[CH3:14])[C:10]([OH:12])=[O:11])=[O:7])([CH3:4])([CH3:2])[CH3:3]. The yield is 0.830.